Predict the reactants needed to synthesize the given product. From a dataset of Full USPTO retrosynthesis dataset with 1.9M reactions from patents (1976-2016). (1) Given the product [O:16]1[CH2:22][CH2:21][CH2:20][N:19]([CH2:23][CH2:24][NH:25][C:26]2[N:27]=[N+:28]([O-:39])[C:29]3[CH:38]=[C:37]4[C:33]([CH2:34][CH2:35][CH2:36]4)=[CH:32][C:30]=3[N+:31]=2[O-:4])[CH2:18][CH2:17]1, predict the reactants needed to synthesize it. The reactants are: OO.C(OC(C(F)(F)F)=O)(C(F)(F)F)=[O:4].[O:16]1[CH2:22][CH2:21][CH2:20][N:19]([CH2:23][CH2:24][NH:25][C:26]2[N:27]=[N+:28]([O-:39])[C:29]3[CH:38]=[C:37]4[C:33]([CH2:34][CH2:35][CH2:36]4)=[CH:32][C:30]=3[N:31]=2)[CH2:18][CH2:17]1.C(O)(C(F)(F)F)=O. (2) The reactants are: [CH:1]1([CH2:6][CH:7]([C:11]2[CH:16]=[CH:15][C:14]([Cl:17])=[C:13]([Cl:18])[CH:12]=2)[C:8]([OH:10])=O)[CH2:5][CH2:4][CH2:3][CH2:2]1.C(Cl)(=O)C(Cl)=O.[F:25][C:26]1[CH:35]=[CH:34][C:29]2[N:30]=[C:31]([NH2:33])[S:32][C:28]=2[CH:27]=1.C(N(CC)C(C)C)(C)C. Given the product [CH:1]1([CH2:6][CH:7]([C:11]2[CH:16]=[CH:15][C:14]([Cl:17])=[C:13]([Cl:18])[CH:12]=2)[C:8]([NH:33][C:31]2[S:32][C:28]3[CH:27]=[C:26]([F:25])[CH:35]=[CH:34][C:29]=3[N:30]=2)=[O:10])[CH2:2][CH2:3][CH2:4][CH2:5]1, predict the reactants needed to synthesize it. (3) The reactants are: [C:1]([O:5][C:6](=[O:28])[NH:7][C@H:8]([C:10]1[N:11]([C:22]2[CH:27]=[CH:26][CH:25]=[CH:24][CH:23]=2)[C:12](=[O:21])[C:13]2[C:18]([CH:19]=1)=[CH:17][CH:16]=[CH:15][C:14]=2Cl)[CH3:9])([CH3:4])([CH3:3])[CH3:2].[CH3:29][N:30]1[CH:34]=[C:33](B2OC(C)(C)C(C)(C)O2)[CH:32]=[N:31]1.C(=O)([O-])[O-].[Na+].[Na+]. Given the product [C:1]([O:5][C:6](=[O:28])[NH:7][C@H:8]([C:10]1[N:11]([C:22]2[CH:27]=[CH:26][CH:25]=[CH:24][CH:23]=2)[C:12](=[O:21])[C:13]2[C:18]([CH:19]=1)=[CH:17][CH:16]=[CH:15][C:14]=2[C:33]1[CH:32]=[N:31][N:30]([CH3:29])[CH:34]=1)[CH3:9])([CH3:4])([CH3:3])[CH3:2], predict the reactants needed to synthesize it. (4) Given the product [Br:1][C:2]1[C:7]([F:8])=[CH:6][C:5]2[N:9]([CH2:10][C@@H:11]3[CH2:15][CH2:14][N:13]([C:16]([CH:18]4[CH2:19][CH2:20]4)=[O:17])[CH2:12]3)[C:35]([C:34]3[CH:33]=[CH:32][C:31]([C:27]4[CH:26]=[C:25]5[C:30](=[CH:29][CH:28]=4)[NH:22][CH:23]=[CH:24]5)=[CH:38][CH:37]=3)=[N:21][C:4]=2[CH:3]=1, predict the reactants needed to synthesize it. The reactants are: [Br:1][C:2]1[CH:3]=[C:4]([NH2:21])[C:5]([NH:9][CH2:10][C@@H:11]2[CH2:15][CH2:14][N:13]([C:16]([CH:18]3[CH2:20][CH2:19]3)=[O:17])[CH2:12]2)=[CH:6][C:7]=1[F:8].[NH:22]1[C:30]2[C:25](=[CH:26][C:27]([C:31]3[CH:38]=[CH:37][C:34]([CH:35]=O)=[CH:33][CH:32]=3)=[CH:28][CH:29]=2)[CH:24]=[CH:23]1. (5) Given the product [CH2:24]([C:3]1[CH:4]=[CH:5][C:6]([CH2:8][NH:9][CH:10]=[C:11]2[C:20]3[C:15](=[CH:16][CH:17]=[C:18]([I:21])[CH:19]=3)[C:14](=[O:22])[NH:13][C:12]2=[O:23])=[CH:7][C:2]=1[OH:1])[CH2:25][CH2:26][CH3:27], predict the reactants needed to synthesize it. The reactants are: [OH:1][C:2]1[CH:7]=[C:6]([CH2:8][NH:9][CH:10]=[C:11]2[C:20]3[C:15](=[CH:16][CH:17]=[C:18]([I:21])[CH:19]=3)[C:14](=[O:22])[NH:13][C:12]2=[O:23])[CH:5]=[CH:4][C:3]=1[C:24]1C=C[CH:27]=[CH:26][CH:25]=1.IC1C=C2C(=CC=1)C(=O)NC(=O)C2=COC.NCC1C=CC(CCCC)=C(O)C=1. (6) The reactants are: [F:1][C:2]([F:12])([C:8]([F:11])([F:10])[F:9])[C:3](=O)[CH2:4][C:5]#[N:6].[C:13]1([CH3:21])[CH:18]=[CH:17][C:16]([NH:19][NH2:20])=[CH:15][CH:14]=1.ClCCl. Given the product [F:1][C:2]([F:12])([C:3]1[CH:4]=[C:5]([NH2:6])[N:19]([C:16]2[CH:17]=[CH:18][C:13]([CH3:21])=[CH:14][CH:15]=2)[N:20]=1)[C:8]([F:9])([F:11])[F:10], predict the reactants needed to synthesize it.